This data is from Forward reaction prediction with 1.9M reactions from USPTO patents (1976-2016). The task is: Predict the product of the given reaction. Given the reactants [CH3:1][O:2][CH2:3][CH2:4][CH2:5][O:6][C:7]1[CH:12]=[CH:11][N:10]=[C:9]([CH2:13][S:14][C:15]2[NH:19][C:18]3[CH:20]=[CH:21][CH:22]=[CH:23][C:17]=3[N:16]=2)[C:8]=1[CH3:24].[OH-:25].[Na+], predict the reaction product. The product is: [CH3:1][O:2][CH2:3][CH2:4][CH2:5][O:6][C:7]1[CH:12]=[CH:11][N:10]=[C:9]([CH2:13][S:14]([C:15]2[NH:16][C:17]3[CH:23]=[CH:22][CH:21]=[CH:20][C:18]=3[N:19]=2)=[O:25])[C:8]=1[CH3:24].